From a dataset of Peptide-MHC class I binding affinity with 185,985 pairs from IEDB/IMGT. Regression. Given a peptide amino acid sequence and an MHC pseudo amino acid sequence, predict their binding affinity value. This is MHC class I binding data. (1) The peptide sequence is AVRHFPRIW. The MHC is HLA-B58:02 with pseudo-sequence HLA-B58:02. The binding affinity (normalized) is 0.0611. (2) The peptide sequence is GLYSSTVPV. The MHC is Mamu-B8301 with pseudo-sequence Mamu-B8301. The binding affinity (normalized) is 0.